Dataset: Reaction yield outcomes from USPTO patents with 853,638 reactions. Task: Predict the reaction yield, written as a fraction of the theoretical maximum amount of product (1.0 means a 100% yield; for example, 0.34 means a 34% yield). (1) The catalyst is C1COCC1. The product is [CH2:11]([O:16][C:17]1[CH:18]=[CH:19][C:20]([CH:23]([CH2:34][C:33]([O:32][C:28]([CH3:31])([CH3:30])[CH3:29])=[O:36])[C:24]([O:26][CH3:27])=[O:25])=[CH:21][CH:22]=1)[CH2:12][CH:13]([CH3:15])[CH3:14]. The yield is 0.850. The reactants are C[Si]([N-][Si](C)(C)C)(C)C.[Li+].[CH2:11]([O:16][C:17]1[CH:22]=[CH:21][C:20]([CH2:23][C:24]([O:26][CH3:27])=[O:25])=[CH:19][CH:18]=1)[CH2:12][CH:13]([CH3:15])[CH3:14].[C:28]([O:32][C:33](=[O:36])[CH2:34]Br)([CH3:31])([CH3:30])[CH3:29].[Cl-].[NH4+]. (2) The reactants are [OH:1][C:2]1[C:11]2[C:6](=[N:7][CH:8]=[C:9]([I:12])[CH:10]=2)[N:5]([CH3:13])[C:4](=[O:14])[CH:3]=1.Cl.O[C:17]1[C:26]2C(=NC=C(I)C=2)N(C)C(=O)[C:18]=1[C:30]([O:32]C)=[O:31].C(O)(C(F)(F)F)=[O:35]. No catalyst specified. The product is [OH:1][C:2]1[C:11]2[C:6](=[N:7][CH:8]=[C:9]([I:12])[CH:10]=2)[N:5]([CH3:13])[C:4](=[O:14])[C:3]=1[C:26](=[O:35])[CH2:17][CH2:18][C:30]([OH:32])=[O:31]. The yield is 0.960. (3) The reactants are [CH3:1][N:2]([CH3:16])[S:3]([C:6]1[C:14]2[C:9](=[CH:10][CH:11]=[C:12]([F:15])[CH:13]=2)[NH:8][CH:7]=1)(=[O:5])=[O:4].[NH2:17]OS(O)(=O)=O. The catalyst is CN(C=O)C. The product is [CH3:1][N:2]([CH3:16])[S:3]([C:6]1[C:14]2[C:9](=[CH:10][CH:11]=[C:12]([F:15])[CH:13]=2)[N:8]([NH2:17])[CH:7]=1)(=[O:4])=[O:5]. The yield is 0.410. (4) The reactants are [CH2:1]([N:8]1[CH2:12][CH:11]([C:13]2[CH:18]=[CH:17][CH:16]=[CH:15][C:14]=2[CH3:19])[CH:10]([N+:20]([O-])=O)[CH2:9]1)[C:2]1[CH:7]=[CH:6][CH:5]=[CH:4][CH:3]=1.O.O.Cl[Sn]Cl.C([O-])(O)=O.[Na+]. The catalyst is CCOC(C)=O. The product is [CH2:1]([N:8]1[CH2:12][CH:11]([C:13]2[CH:18]=[CH:17][CH:16]=[CH:15][C:14]=2[CH3:19])[CH:10]([NH2:20])[CH2:9]1)[C:2]1[CH:3]=[CH:4][CH:5]=[CH:6][CH:7]=1. The yield is 0.810. (5) The reactants are C(N(C(C)C)CC)(C)C.FC(F)(F)C(O)=O.[NH:17]1[CH2:22][CH2:21][CH:20]([C@H:23]([NH:25][C:26]2[N:31]=[C:30]([C:32]3[C:40]4[C:35](=[N:36][CH:37]=[C:38]([C:41]([F:44])([F:43])[F:42])[CH:39]=4)[N:34]([S:45]([C:48]4[CH:54]=[CH:53][C:51]([CH3:52])=[CH:50][CH:49]=4)(=[O:47])=[O:46])[CH:33]=3)[C:29]([C:55]#[N:56])=[CH:28][N:27]=2)[CH3:24])[CH2:19][CH2:18]1.CN(C(ON1N=NC2C=CC=CC1=2)=[N+](C)C)C.[B-](F)(F)(F)F.[C:79](O)(=[O:82])[CH2:80][OH:81]. The catalyst is O1CCCC1. The product is [OH:82][CH2:79][C:80]([N:17]1[CH2:18][CH2:19][CH:20]([C@H:23]([NH:25][C:26]2[N:31]=[C:30]([C:32]3[C:40]4[C:35](=[N:36][CH:37]=[C:38]([C:41]([F:43])([F:44])[F:42])[CH:39]=4)[N:34]([S:45]([C:48]4[CH:49]=[CH:50][C:51]([CH3:52])=[CH:53][CH:54]=4)(=[O:46])=[O:47])[CH:33]=3)[C:29]([C:55]#[N:56])=[CH:28][N:27]=2)[CH3:24])[CH2:21][CH2:22]1)=[O:81]. The yield is 0.470. (6) The reactants are [N:1]1[CH:6]=[CH:5][CH:4]=[C:3]([NH:7][C:8](=[O:15])OCC(Cl)(Cl)Cl)[N:2]=1.[F:16][C:17]1[CH:18]=[C:19]([C:23]2[N:24]=[C:25]([N:28]3[CH2:33][CH2:32][NH:31][CH2:30][CH2:29]3)[S:26][CH:27]=2)[CH:20]=[CH:21][CH:22]=1.C(N(C(C)C)CC)(C)C.O. The catalyst is CS(C)=O. The product is [F:16][C:17]1[CH:18]=[C:19]([C:23]2[N:24]=[C:25]([N:28]3[CH2:29][CH2:30][N:31]([C:8]([NH:7][C:3]4[N:2]=[N:1][CH:6]=[CH:5][CH:4]=4)=[O:15])[CH2:32][CH2:33]3)[S:26][CH:27]=2)[CH:20]=[CH:21][CH:22]=1. The yield is 0.281.